This data is from Reaction yield outcomes from USPTO patents with 853,638 reactions. The task is: Predict the reaction yield, written as a fraction of the theoretical maximum amount of product (1.0 means a 100% yield; for example, 0.34 means a 34% yield). (1) The reactants are Cl[C:2]1[CH:7]=[C:6]([Cl:8])[N:5]=[CH:4][N:3]=1.[CH3:9][C:10]1[N:11]=[CH:12][NH:13][CH:14]=1.C(=O)([O-])[O-].[Cs+].[Cs+].O. The catalyst is CN(C=O)C. The product is [Cl:8][C:6]1[CH:7]=[C:2]([N:13]2[CH:14]=[C:10]([CH3:9])[N:11]=[CH:12]2)[N:3]=[CH:4][N:5]=1. The yield is 0.370. (2) The product is [Cl:1][C:2]1[C:3]([NH:15][C:16]2[CH:20]=[C:19]([CH:21]3[CH2:22][CH2:23]3)[NH:18][N:17]=2)=[N:4][C:5]([C:8]2[S:12][C:11]([C:13]([NH2:14])=[O:27])=[CH:10][CH:9]=2)=[N:6][CH:7]=1. The yield is 0.690. The reactants are [Cl:1][C:2]1[C:3]([NH:15][C:16]2[CH:20]=[C:19]([CH:21]3[CH2:23][CH2:22]3)[NH:18][N:17]=2)=[N:4][C:5]([C:8]2[S:12][C:11]([C:13]#[N:14])=[CH:10][CH:9]=2)=[N:6][CH:7]=1.OO.C([O-])([O-])=[O:27].[K+].[K+]. The catalyst is CS(C)=O. (3) The reactants are [F:1][C:2]1[CH:3]=[C:4]([C:8]2[CH:9]=[C:10]([CH3:19])[C:11]([O:17][CH3:18])=[C:12]([CH:16]=2)[C:13]([OH:15])=O)[CH:5]=[CH:6][CH:7]=1.O=S(Cl)Cl.[NH2:24][C:25]1[C:26]([F:33])=[C:27]([OH:32])[CH:28]=[CH:29][C:30]=1[F:31].C([O-])(O)=O.[Na+]. The catalyst is C1COCC1. The product is [F:33][C:26]1[C:27]([OH:32])=[CH:28][CH:29]=[C:30]([F:31])[C:25]=1[NH:24][C:13](=[O:15])[C:12]1[CH:16]=[C:8]([C:4]2[CH:5]=[CH:6][CH:7]=[C:2]([F:1])[CH:3]=2)[CH:9]=[C:10]([CH3:19])[C:11]=1[O:17][CH3:18]. The yield is 0.190.